The task is: Binary Classification. Given a miRNA mature sequence and a target amino acid sequence, predict their likelihood of interaction.. This data is from Experimentally validated miRNA-target interactions with 360,000+ pairs, plus equal number of negative samples. (1) The miRNA is hsa-miR-153-5p with sequence UCAUUUUUGUGAUGUUGCAGCU. The protein sequence of the target gene is MAEAEGESLESWLNKATNPSNRQEDWEYIIGFCDQINKELEGPQIAVRLLAHKIQSPQEWEAVQALTVLEACMKNCGRRLHNEVGKFRFLNELIKVVSPKYLGDRVSEKVKTKVIELLFSWTLALPEEAKIKDAYHMLKRQGIVQSDPPIPMDRTLIPSPPPRPKNPVFDDEEKSKLLARLLKSKNPDDLQEANRLIKSMVKEDEARIQKVTKRLHTLEEVNNNVKLLHEMLLHYSQEYSSDADKELMKELFDRCENKRRTLFKLASETEDNDNSLGDILQASDNLSRVINSYKTIIEGQ.... Result: 0 (no interaction). (2) The miRNA is mmu-miR-10b-5p with sequence UACCCUGUAGAACCGAAUUUGUG. The protein sequence of the target gene is MLGVLVLGALALAGLGFPAPAEPQPGGSQCVEHDCFALYPGPATFLNASQICDGLRGHLMTVRSSVAADVISLLLNGDGGVGRRRLWIGLQLPPGCGDPKRLGPLRGFQWVTGDNNTSYSRWARLDLNGAPLCGPLCVAVSAAEATVPSEPIWEEQQCEVKADGFLCEFHFPATCRPLAVEPGAAAAAVSITYGTPFAARGADFQALPVGSSAAVAPLGLQLMCTAPPGAVQGHWAREAPGAWDCSVENGGCEHACNAIPGAPRCQCPAGAALQADGRSCTASATQSCNDLCEHFCVPNP.... Result: 0 (no interaction). (3) The miRNA is hsa-miR-1284 with sequence UCUAUACAGACCCUGGCUUUUC. The protein sequence of the target gene is MDITAKMEISVNQQQFMPPACFFASQSIQLSPTDSQCSNKSASKQAKRQRSSSPELLRCKRRLNFAGFGYSLPQQQPHAVARRNERERNRVKLVNNGFATLREHVPNGAANKKMSKVETLRSAVEYIRALQQLLDEHDAVSAAFQSGVLSPTISQNYSNDMNSMAGSPVSSYSSDEGSYDPLSPEEQELLDFTNWF. Result: 0 (no interaction). (4) The miRNA is hsa-miR-548d-5p with sequence AAAAGUAAUUGUGGUUUUUGCC. The protein sequence of the target gene is MDISTRSKDPGSAERTAQKRKFPSPPHSSNGHSPQDTSTSPIKKKKKPGLLNSNNKEQSELRHGPFYYMKQPLTTDPVDVVPQDGRNDFYCWVCHREGQVLCCELCPRVYHAKCLRLTSEPEGDWFCPECEKITVAECIETQSKAMTMLTIEQLSYLLKFAIQKMKQPGTDAFQKPVPLEQHPDYAEYIFHPMDLCTLEKNAKKKMYGCTEAFLADAKWILHNCIIYNGGNHKLTQIAKVVIKICEHEMNEIEVCPECYLAACQKRDNWFCEPCSNPHPLVWAKLKGFPFWPAKALRDKD.... Result: 1 (interaction). (5) The miRNA is hsa-miR-4524a-3p with sequence UGAGACAGGCUUAUGCUGCUAU. The protein sequence of the target gene is MLRTESCRPRSPAGQVAAASPLLLLLLLLAWCAGACRGAPILPQGLQPEQQLQLWNEIDDTCSSFLSIDSQPQASNALEELCFMIMGMLPKPQEQDEKDNTKRFLFHYSKTQKLGKSNVVSSVVHPLLQLVPHLHERRMKRFRVDEEFQSPFASQSRGYFLFRPRNGRRSAGFI. Result: 0 (no interaction). (6) The protein sequence of the target gene is MAQQRALPQSKETLLQSYNKRLKDDIKSIMDNFTEIIKTAKIEDETQVSRATQGEQDNYEMHVRAANIVRAGESLMKLVSDLKQFLILNDFPSVNEAIDQRNQQLRTLQEECDRKLITLRDEISIDLYELEEEYYSSSSSLCEANDLPLCEAYGRLDLDTDSADGLSAPLLASPEPSAGPLQVAAPAHSHAGGPGPTEHA. The miRNA is cel-miR-2209a-3p with sequence AGAGAUCAGCGGUUACACUACA. Result: 0 (no interaction). (7) The miRNA is hsa-miR-561-3p with sequence CAAAGUUUAAGAUCCUUGAAGU. The protein sequence of the target gene is MMLRWSGVWGFHPPRIFPSLLVVVALVGLLPVLRSHGLQHSPTASTIRGSEPPRERSIGDVTTAPSEPLHRPDDHNLTNLIIEHGGKPSRKAFPVLDIDYPHVRTPFEISLWILLACLMKIGFHVIPTISSIVPESCLLIVVGLLVGGLIKGVGETPPFLQSDVFFLFLLPPIILDAGYFLPLRQFTENLGTILIFAVVGTLWNAFFLGGLLYAVCLVGGEQINNIGLLDTLLFGSIISAVDPVAVLAVFEEIHINELLHILVFGESLLNDAVTVVLYHLFEEFASYDSVGISDIFLGFL.... Result: 0 (no interaction).